From a dataset of Experimentally validated miRNA-target interactions with 360,000+ pairs, plus equal number of negative samples. Binary Classification. Given a miRNA mature sequence and a target amino acid sequence, predict their likelihood of interaction. (1) The miRNA is mmu-miR-324-3p with sequence CCACUGCCCCAGGUGCUGCU. The protein sequence of the target gene is MEPGRGGVETVGKFEFSRKDLIGHGAFAVVFKGRHREKHDLEVAVKCINKKNLAKSQTLLGKEIKILKELKHENIVALYDFQEMANSVYLVMEYCNGGDLADYLHTMRTLSEDTVRLFLQQIAGAMRLLHSKGIIHRDLKPQNILLSNPGGRRANPSNIRVKIADFGFARYLQSNMMAATLCGSPMYMAPEVIMSQHYDGKADLWSIGTIVYQCLTGKAPFQASSPQDLRLFYEKNKTLVPAIPRETSAPLRQLLLALLQRNHKDRMDFDEFFHHPFLDASTPIKKSPPVPVPSYPSSGS.... Result: 1 (interaction). (2) The miRNA is hsa-miR-105-3p with sequence ACGGAUGUUUGAGCAUGUGCUA. The protein sequence of the target gene is MEPAAAAPAQRLADPTGEDQALAAAAAEGGRCPDPALSAAAPSGGNGGAAREEAPCEAPPGPLPGRAGGTGRRRRRGAPQPAAGGAAPVPAAGGGANSLLLKRGRLKRNLSAAAAASSSSSPSSASSAAGGLPASCSASASLCTRSLDRKTLLLKHRQLLQLQPSDRDWVRHQLQRGCVHVFDRHMASSYLRPVLCTLDTTAAEVAARLLQLGHKGGGVVKVLGYGPPPAAAPAASDQTLDGEHGRDVEPPPSSGTVGAVRGPARAPPADLPLPGGAWTRCAPRISPAPSDSSPGELFAG.... Result: 0 (no interaction). (3) Result: 0 (no interaction). The miRNA is hsa-miR-5583-5p with sequence AAACUAAUAUACCCAUAUUCUG. The protein sequence of the target gene is MRNLKLFRTLEFRDIQGPGNPQCFSLRTEQGTVLIGSEHGLIEVDPVSREVKNEVSLVAEGFLPEDGSGRIVGVQDLLDQESVCVATASGDVILCSLSTQQLECVGSVASGISVMSWSPDQELVLLATGQQTLIMMTKDFEPILEQQIHQDDFGESKFITVGWGRKETQFHGSEGRQAAFQMQMHESALPWDDHRPQVTWRGDGQFFAVSVVCPETGARKVRVWNREFALQSTSEPVAGLGPALAWKPSGSLIASTQDKPNQQDIVFFEKNGLLHGHFTLPFLKDEVKVNDLLWNADSSV.... (4) The miRNA is hsa-miR-627-5p with sequence GUGAGUCUCUAAGAAAAGAGGA. The protein sequence of the target gene is MKLRSKAAALLLLALAVLLLALLSLRARRDPEPPGFPARPEAAPQRRHAPVPTLPPEPRAFPGAAGRRSPRRQPPRLRPRAGRPRAASREKLARRPGETRSLHSVPPELWIHLAVVACGNRLEETLVMLKSAVLFSHRKMRFHIFTEDALKPEFDKQLRQWPDSYTKKFEHRLYPITFSVGNPQEWKKLFKPCAAQRLFLPAILKDVDSLLYVDTDVLFLRPVDDIWKLLRQFNSTQLAAMAPEHEIPKIGWYSRFARHPFYGSAGVNSGVMLMNLTRIRNTQFKNSLIPAGLAWEEMLL.... Result: 0 (no interaction).